This data is from Full USPTO retrosynthesis dataset with 1.9M reactions from patents (1976-2016). The task is: Predict the reactants needed to synthesize the given product. (1) Given the product [Cl:1][C:2]1[CH:7]=[CH:6][C:5]([O:8][C:25]2[CH:24]=[CH:29][CH:28]=[CH:27][C:26]=2[S:30]([N:33]([CH2:34][C:35]2[CH:36]=[CH:37][C:38]([O:41][CH3:42])=[CH:39][CH:40]=2)[CH2:43][C:44]2[CH:49]=[CH:48][C:47]([O:50][CH3:51])=[CH:46][CH:45]=2)(=[O:32])=[O:31])=[CH:4][C:3]=1[C:9]1[C:18]2[C:13](=[C:14]([C:19]([F:20])([F:22])[F:21])[CH:15]=[CH:16][CH:17]=2)[N:12]=[CH:11][N:10]=1, predict the reactants needed to synthesize it. The reactants are: [Cl:1][C:2]1[CH:7]=[CH:6][C:5]([OH:8])=[CH:4][C:3]=1[C:9]1[C:18]2[C:13](=[C:14]([C:19]([F:22])([F:21])[F:20])[CH:15]=[CH:16][CH:17]=2)[N:12]=[CH:11][N:10]=1.Br[C:24]1[CH:25]=[C:26]([S:30]([N:33]([CH2:43][C:44]2[CH:49]=[CH:48][C:47]([O:50][CH3:51])=[CH:46][CH:45]=2)[CH2:34][C:35]2[CH:40]=[CH:39][C:38]([O:41][CH3:42])=[CH:37][CH:36]=2)(=[O:32])=[O:31])[CH:27]=[CH:28][CH:29]=1. (2) The reactants are: [Cl:1][C:2]1[CH:7]=[CH:6][C:5]([C:8]2[N:9]=[C:10]([CH2:24][O:25][CH:26]3[CH2:31][CH2:30][CH2:29][CH2:28][CH2:27]3)[C:11]([C:21]([OH:23])=[O:22])=[N:12][C:13]=2[C:14]2[CH:19]=[CH:18][C:17]([Cl:20])=[CH:16][CH:15]=2)=[CH:4][CH:3]=1.CO.[CH3:34][Si](C=[N+]=[N-])(C)C. Given the product [Cl:1][C:2]1[CH:3]=[CH:4][C:5]([C:8]2[N:9]=[C:10]([CH2:24][O:25][CH:26]3[CH2:31][CH2:30][CH2:29][CH2:28][CH2:27]3)[C:11]([C:21]([O:23][CH3:34])=[O:22])=[N:12][C:13]=2[C:14]2[CH:15]=[CH:16][C:17]([Cl:20])=[CH:18][CH:19]=2)=[CH:6][CH:7]=1, predict the reactants needed to synthesize it. (3) The reactants are: [OH:1][C:2]1[CH:7]=[CH:6][C:5](/[C:8](/[C:15]2[CH:20]=[CH:19][CH:18]=[CH:17][CH:16]=2)=[CH:9]\[C:10]([O:12][CH2:13][CH3:14])=[O:11])=[CH:4][CH:3]=1. Given the product [OH:1][C:2]1[CH:3]=[CH:4][C:5]([CH:8]([C:15]2[CH:16]=[CH:17][CH:18]=[CH:19][CH:20]=2)[CH2:9][C:10]([O:12][CH2:13][CH3:14])=[O:11])=[CH:6][CH:7]=1, predict the reactants needed to synthesize it. (4) Given the product [N:3]1[C:12]2[C:7](=[CH:8][C:9]([O:13][CH2:15][CH2:16][O:17][C:18]3[CH:25]=[CH:24][C:21]([CH:22]=[O:23])=[CH:20][CH:19]=3)=[CH:10][CH:11]=2)[CH:6]=[CH:5][CH:4]=1, predict the reactants needed to synthesize it. The reactants are: [OH-].[K+].[N:3]1[C:12]2[C:7](=[CH:8][C:9]([OH:13])=[CH:10][CH:11]=2)[CH:6]=[CH:5][CH:4]=1.Br[CH2:15][CH2:16][O:17][C:18]1[CH:25]=[CH:24][C:21]([CH:22]=[O:23])=[CH:20][CH:19]=1. (5) Given the product [C:21]([NH:23][CH:7]1[C:6]2[CH:15]=[C:2]([Cl:1])[CH:3]=[CH:4][C:5]=2[O:13][C:9]2([CH2:12][CH2:11][CH2:10]2)[CH2:8]1)(=[O:17])[CH3:22], predict the reactants needed to synthesize it. The reactants are: [Cl:1][C:2]1[CH:3]=[CH:4][C:5]2[O:13][C:9]3([CH2:12][CH2:11][CH2:10]3)[CH2:8][CH:7](O)[C:6]=2[CH:15]=1.S(=O)(=O)(O)[OH:17].[C:21](#[N:23])[CH3:22].